The task is: Predict the reaction yield, written as a fraction of the theoretical maximum amount of product (1.0 means a 100% yield; for example, 0.34 means a 34% yield).. This data is from Reaction yield outcomes from USPTO patents with 853,638 reactions. (1) The reactants are [CH2:1]([OH:4])[CH2:2][OH:3].N1C=CN=C1.[C:10]([Si:14]([CH3:17])([CH3:16])Cl)([CH3:13])([CH3:12])[CH3:11]. The catalyst is C1COCC1. The product is [Si:14]([O:3][CH2:2][CH2:1][OH:4])([C:10]([CH3:13])([CH3:12])[CH3:11])([CH3:17])[CH3:16]. The yield is 0.570. (2) The reactants are [N+:1]([C:4]1[CH:32]=[CH:31][C:7]([O:8][CH:9]([CH3:30])[C:10]([O:12][CH2:13][CH2:14][O:15][C:16](=[O:29])[CH:17]([O:19][C:20]2[CH:25]=[CH:24][C:23]([N+:26]([O-])=O)=[CH:22][CH:21]=2)[CH3:18])=[O:11])=[CH:6][CH:5]=1)([O-])=O. The catalyst is CN(C)C=O.[Pd]. The product is [NH2:26][C:23]1[CH:24]=[CH:25][C:20]([O:19][CH:17]([CH3:18])[C:16]([O:15][CH2:14][CH2:13][O:12][C:10](=[O:11])[CH:9]([O:8][C:7]2[CH:6]=[CH:5][C:4]([NH2:1])=[CH:32][CH:31]=2)[CH3:30])=[O:29])=[CH:21][CH:22]=1. The yield is 0.580. (3) The reactants are [H-].[Al+3].[Li+].[H-].[H-].[H-].C([O:9][C:10]([C@H:12]1[C@@H:17]([NH:18][C:19]([C:21]2[CH:22]=[CH:23][C:24]3[S:29][CH2:28][C:27](=[O:30])[NH:26][C:25]=3[CH:31]=2)=[O:20])[CH2:16][CH2:15][N:14]([CH2:32][CH2:33][O:34][C:35]2[CH:44]=[N:43][C:42]3[C:37](=[CH:38][C:39]([O:45][CH3:46])=[CH:40][CH:41]=3)[N:36]=2)[CH2:13]1)=O)C. The catalyst is O1CCCC1. The product is [OH:9][CH2:10][C@@H:12]1[C@@H:17]([NH:18][C:19]([C:21]2[CH:22]=[CH:23][C:24]3[S:29][CH2:28][C:27](=[O:30])[NH:26][C:25]=3[CH:31]=2)=[O:20])[CH2:16][CH2:15][N:14]([CH2:32][CH2:33][O:34][C:35]2[CH:44]=[N:43][C:42]3[C:37](=[CH:38][C:39]([O:45][CH3:46])=[CH:40][CH:41]=3)[N:36]=2)[CH2:13]1. The yield is 0.140.